From a dataset of Full USPTO retrosynthesis dataset with 1.9M reactions from patents (1976-2016). Predict the reactants needed to synthesize the given product. Given the product [CH3:1][C:2]1[CH:10]=[CH:9][C:8]2[N:7]([CH2:21][CH2:20][C:19]3[CH:22]=[CH:23][CH:24]=[CH:25][C:18]=3[CH3:17])[C:6]3[CH:11]4[CH2:16][CH2:15][N:14]([C:5]=3[C:4]=2[CH:3]=1)[CH2:13][CH2:12]4, predict the reactants needed to synthesize it. The reactants are: [CH3:1][C:2]1[CH:10]=[CH:9][C:8]2[NH:7][C:6]3[CH:11]4[CH2:16][CH2:15][N:14]([C:5]=3[C:4]=2[CH:3]=1)[CH2:13][CH2:12]4.[CH3:17][C:18]1[CH:25]=[CH:24][CH:23]=[CH:22][C:19]=1[CH:20]=[CH2:21].